From a dataset of Forward reaction prediction with 1.9M reactions from USPTO patents (1976-2016). Predict the product of the given reaction. (1) Given the reactants [Br:1][C:2]1[CH:12]=[C:11]2[C:5]([CH:6]3[CH2:20][CH:8]([N:9]=[C:10]2[NH:13][CH2:14][CH:15](OC)OC)[CH2:7]3)=[CH:4][C:3]=1[F:21], predict the reaction product. The product is: [Br:1][C:2]1[CH:12]=[C:11]2[C:5](=[CH:4][C:3]=1[F:21])[CH:6]1[CH2:20][CH:8]([CH2:7]1)[N:9]1[C:10]2=[N:13][CH:14]=[CH:15]1. (2) Given the reactants CC1(C)C(C)(C)[O:5][B:4]([C:9]2[CH:14]=[C:13]([CH2:15][OH:16])[CH:12]=[CH:11][C:10]=2[CH2:17][OH:18])O1, predict the reaction product. The product is: [OH:16][CH2:15][C:13]1[CH:12]=[CH:11][C:10]2[CH2:17][O:18][B:4]([OH:5])[C:9]=2[CH:14]=1. (3) Given the reactants [Cl:1][C:2]1[CH:7]=[CH:6][C:5]([C:8]2[C:13]([C:14]3[CH:19]=[CH:18][N:17]=[CH:16][C:15]=3[Cl:20])=[N:12][C:11]([N:21]3[CH2:26][CH2:25][NH:24][CH2:23][CH2:22]3)=[CH:10][N:9]=2)=[CH:4][CH:3]=1.[CH3:27][CH:28]([CH3:31])[CH:29]=O.[BH-](OC(C)=O)(OC(C)=O)OC(C)=O.[Na+], predict the reaction product. The product is: [Cl:1][C:2]1[CH:7]=[CH:6][C:5]([C:8]2[C:13]([C:14]3[CH:19]=[CH:18][N:17]=[CH:16][C:15]=3[Cl:20])=[N:12][C:11]([N:21]3[CH2:22][CH2:23][N:24]([CH2:27][CH:28]([CH3:31])[CH3:29])[CH2:25][CH2:26]3)=[CH:10][N:9]=2)=[CH:4][CH:3]=1. (4) Given the reactants [CH3:1][O:2][C:3](=[O:19])[CH:4]([NH:8][C:9](=[O:18])[C:10]1[C:15]([Cl:16])=[CH:14][CH:13]=[CH:12][C:11]=1[Cl:17])[CH2:5][CH:6]=[CH2:7].I[C:21]1[CH:26]=[CH:25][C:24]([N:27]([CH2:34][CH3:35])[C:28]2[N:33]=[CH:32][CH:31]=[CH:30][N:29]=2)=[CH:23][CH:22]=1, predict the reaction product. The product is: [CH3:1][O:2][C:3](=[O:19])[CH:4]([NH:8][C:9](=[O:18])[C:10]1[C:11]([Cl:17])=[CH:12][CH:13]=[CH:14][C:15]=1[Cl:16])[CH2:5]/[CH:6]=[CH:7]/[C:21]1[CH:26]=[CH:25][C:24]([N:27]([CH2:34][CH3:35])[C:28]2[N:29]=[CH:30][CH:31]=[CH:32][N:33]=2)=[CH:23][CH:22]=1. (5) Given the reactants [CH2:1]([O:3][C:4](=[O:18])[CH2:5][C:6]1[C:15]2[C:10](=[CH:11][C:12]([OH:16])=[CH:13][CH:14]=2)[CH:9]=[CH:8][C:7]=1[Cl:17])[CH3:2].[F:19][C:20]([F:33])([F:32])[S:21](O[S:21]([C:20]([F:33])([F:32])[F:19])(=[O:23])=[O:22])(=[O:23])=[O:22], predict the reaction product. The product is: [CH2:1]([O:3][C:4](=[O:18])[CH2:5][C:6]1[C:15]2[C:10](=[CH:11][C:12]([O:16][S:21]([C:20]([F:33])([F:32])[F:19])(=[O:23])=[O:22])=[CH:13][CH:14]=2)[CH:9]=[CH:8][C:7]=1[Cl:17])[CH3:2]. (6) The product is: [CH3:1][O:2][C:3]([CH:4]1[CH2:5][N:6]([CH2:7][C:8]2[CH:13]=[CH:12][CH:11]=[CH:10][CH:9]=2)[CH2:15][NH:14]1)=[O:22]. Given the reactants [CH3:1][O:2][C:3](=[O:22])[CH:4]([NH:14][C:15](OC(C)(C)C)=O)[CH2:5][NH:6][CH2:7][C:8]1[CH:13]=[CH:12][CH:11]=[CH:10][CH:9]=1.Cl.C=O.S([O-])([O-])(=O)=O.[Mg+2].C(=O)([O-])[O-].[K+].[K+], predict the reaction product. (7) Given the reactants COC1(C2C=CC=CC=2)[O:7][C:6](=O)[CH:5]([CH:9]([C:14]([N:16]2[CH2:20][CH2:19][CH2:18][C@H:17]2[C:21]([O:23][C:24]([CH3:27])([CH3:26])[CH3:25])=[O:22])=[O:15])[CH2:10][CH2:11][CH2:12][CH3:13])[O:4]1.[NH2:34][OH:35], predict the reaction product. The product is: [OH:35][NH:34][C:6](=[O:7])[C@@H:5]([OH:4])[C@@H:9]([CH2:10][CH2:11][CH2:12][CH3:13])[C:14]([N:16]1[CH2:20][CH2:19][CH2:18][C@H:17]1[C:21]([O:23][C:24]([CH3:27])([CH3:26])[CH3:25])=[O:22])=[O:15]. (8) Given the reactants [CH3:1][N:2]1[CH2:7][CH2:6][N:5]([C:8]2[CH:9]=[C:10]([S:14]([C:17]3[CH:18]=[C:19]([C:24]#[N:25])[S:20][C:21]=3[S:22][CH3:23])(=[O:16])=[O:15])[CH:11]=[CH:12][CH:13]=2)[CH2:4][CH2:3]1.[CH3:26][O-:27].[Na+], predict the reaction product. The product is: [CH3:26][O:27][C:24]([C:19]1[S:20][C:21]([S:22][CH3:23])=[C:17]([S:14]([C:10]2[CH:11]=[CH:12][CH:13]=[C:8]([N:5]3[CH2:4][CH2:3][N:2]([CH3:1])[CH2:7][CH2:6]3)[CH:9]=2)(=[O:16])=[O:15])[CH:18]=1)=[NH:25].